Dataset: Full USPTO retrosynthesis dataset with 1.9M reactions from patents (1976-2016). Task: Predict the reactants needed to synthesize the given product. Given the product [Br:9][C:10]1[CH:15]=[CH:14][CH:13]=[CH:12][C:11]=1[O:8][CH:5]1[CH2:6][CH2:7][N:3]([CH2:1][CH3:2])[CH2:4]1, predict the reactants needed to synthesize it. The reactants are: [CH2:1]([N:3]1[CH2:7][CH2:6][CH:5]([OH:8])[CH2:4]1)[CH3:2].[Br:9][C:10]1[CH:15]=[CH:14][CH:13]=[CH:12][C:11]=1O.C1(P(C2C=CC=CC=2)C2C=CC=CC=2)C=CC=CC=1.N(C(OC(C)C)=O)=NC(OC(C)C)=O.